This data is from Full USPTO retrosynthesis dataset with 1.9M reactions from patents (1976-2016). The task is: Predict the reactants needed to synthesize the given product. (1) Given the product [F:30][C:22]1[CH:23]=[C:24]([N+:27]([O-:29])=[O:28])[CH:25]=[CH:26][C:21]=1[N:18]1[CH2:19][CH2:20][NH:15][CH2:16][CH2:17]1, predict the reactants needed to synthesize it. The reactants are: Cl.C(OCC)(=O)C.C(OC([N:15]1[CH2:20][CH2:19][N:18]([C:21]2[CH:26]=[CH:25][C:24]([N+:27]([O-:29])=[O:28])=[CH:23][C:22]=2[F:30])[CH2:17][CH2:16]1)=O)(C)(C)C.C(=O)([O-])O.[Na+]. (2) Given the product [C:1]([C:5]1[N:10]=[CH:9][C:8]([C:11]2[N:12]([C:32]([N:34]3[CH2:39][CH2:38][CH:37]([CH2:40][C:41]([NH:53][CH2:52][C:51]4[CH:54]=[CH:55][C:48]([F:47])=[C:49]([CH3:56])[CH:50]=4)=[O:42])[CH2:36][CH2:35]3)=[O:33])[C@@:13]([C:25]3[CH:30]=[CH:29][C:28]([Cl:31])=[CH:27][CH:26]=3)([CH3:24])[C@@:14]([C:17]3[CH:18]=[CH:19][C:20]([Cl:23])=[CH:21][CH:22]=3)([CH3:16])[N:15]=2)=[C:7]([O:44][CH2:45][CH3:46])[CH:6]=1)([CH3:2])([CH3:3])[CH3:4], predict the reactants needed to synthesize it. The reactants are: [C:1]([C:5]1[N:10]=[CH:9][C:8]([C:11]2[N:12]([C:32]([N:34]3[CH2:39][CH2:38][CH:37]([CH2:40][C:41](O)=[O:42])[CH2:36][CH2:35]3)=[O:33])[C@@:13]([C:25]3[CH:30]=[CH:29][C:28]([Cl:31])=[CH:27][CH:26]=3)([CH3:24])[C@@:14]([C:17]3[CH:22]=[CH:21][C:20]([Cl:23])=[CH:19][CH:18]=3)([CH3:16])[N:15]=2)=[C:7]([O:44][CH2:45][CH3:46])[CH:6]=1)([CH3:4])([CH3:3])[CH3:2].[F:47][C:48]1[CH:55]=[CH:54][C:51]([CH2:52][NH2:53])=[CH:50][C:49]=1[CH3:56]. (3) The reactants are: [C-:1]#[N:2].[Na+].[C:4]([C:8]1[CH:15]=[CH:14][C:11]([CH2:12]Br)=[CH:10][CH:9]=1)([CH3:7])([CH3:6])[CH3:5].O. Given the product [C:4]([C:8]1[CH:15]=[CH:14][C:11]([CH2:12][C:1]#[N:2])=[CH:10][CH:9]=1)([CH3:7])([CH3:6])[CH3:5], predict the reactants needed to synthesize it. (4) Given the product [OH:1][CH2:2][CH2:3][CH2:4][C@@:5]1([C:29]2[CH:30]=[CH:31][CH:32]=[CH:33][CH:34]=2)[O:10][C:9](=[O:11])[N:8]([C@H:12]([C:14]2[CH:15]=[CH:16][C:17]([C:36]3[CH:41]=[CH:40][N:39]=[C:38]([OH:42])[CH:37]=3)=[CH:18][CH:19]=2)[CH3:13])[CH2:7][CH2:6]1, predict the reactants needed to synthesize it. The reactants are: [OH:1][CH2:2][CH2:3][CH2:4][C@@:5]1([C:29]2[CH:34]=[CH:33][CH:32]=[CH:31][CH:30]=2)[O:10][C:9](=[O:11])[N:8]([C@H:12]([C:14]2[CH:19]=[CH:18][C:17](B3OC(C)(C)C(C)(C)O3)=[CH:16][CH:15]=2)[CH3:13])[CH2:7][CH2:6]1.Br[C:36]1[CH:41]=[CH:40][N:39]=[C:38]([OH:42])[CH:37]=1. (5) Given the product [F:46][C:25]([F:24])([F:45])[C:26]1[CH:27]=[C:28]([CH:43]=[O:44])[C:29]2[N:33]=[N:32][N:31]([CH2:10][O:11][CH2:12][CH2:13][Si:14]([CH3:17])([CH3:16])[CH3:15])[C:30]=2[CH:42]=1, predict the reactants needed to synthesize it. The reactants are: FC(F)(F)C1C=C(C=O)C2N([CH2:10][O:11][CH2:12][CH2:13][Si:14]([CH3:17])([CH3:16])[CH3:15])N=NC=2C=1.[F:24][C:25]([F:46])([F:45])[C:26]1[CH:27]=[C:28]([CH:43]=[O:44])[C:29]2[C:30]([CH:42]=1)=[N:31][N:32](COCC[Si](C)(C)C)[N:33]=2. (6) Given the product [CH:11]([N:10]1[C:4]2[CH:3]=[C:2]([NH:14][C:15]3[CH:20]=[CH:19][N:18]=[C:17]([N:21]4[CH2:34][C:23]5([CH2:24][N:25]([C:27]([O:29][C:30]([CH3:32])([CH3:31])[CH3:33])=[O:28])[CH2:26]5)[CH2:22]4)[N:16]=3)[N:7]=[CH:6][C:5]=2[N:8]=[CH:9]1)([CH3:13])[CH3:12], predict the reactants needed to synthesize it. The reactants are: Cl[C:2]1[N:7]=[CH:6][C:5]2[N:8]=[CH:9][N:10]([CH:11]([CH3:13])[CH3:12])[C:4]=2[CH:3]=1.[NH2:14][C:15]1[CH:20]=[CH:19][N:18]=[C:17]([N:21]2[CH2:34][C:23]3([CH2:26][N:25]([C:27]([O:29][C:30]([CH3:33])([CH3:32])[CH3:31])=[O:28])[CH2:24]3)[CH2:22]2)[N:16]=1.C1(P(C2CCCCC2)C2C=CC=CC=2C2C(C(C)C)=CC(C(C)C)=CC=2C(C)C)CCCCC1.C(=O)([O-])[O-].[Cs+].[Cs+]. (7) Given the product [CH2:1]([O:7][C:6]1[CH:13]=[CH:12][C:10]([OH:11])=[CH:9][CH:8]=1)[C:2]#[C:3][CH3:4], predict the reactants needed to synthesize it. The reactants are: [C:1](Br)#[C:2][CH2:3][CH3:4].[C:6]1([CH:13]=[CH:12][C:10]([OH:11])=[CH:9][CH:8]=1)[OH:7].C([O-])([O-])=O.[K+].[K+]. (8) Given the product [N:11]([CH2:2][CH2:3][C:4]1[CH:9]=[CH:8][C:7]([F:10])=[CH:6][CH:5]=1)=[N+:12]=[N-:13], predict the reactants needed to synthesize it. The reactants are: Cl[CH2:2][CH2:3][C:4]1[CH:9]=[CH:8][C:7]([F:10])=[CH:6][CH:5]=1.[N-:11]=[N+:12]=[N-:13].[Na+].